From a dataset of Forward reaction prediction with 1.9M reactions from USPTO patents (1976-2016). Predict the product of the given reaction. The product is: [Cl:1][CH2:2][C:3]([C:20]1[CH:21]=[C:16]([F:15])[CH:17]=[CH:18][C:19]=1[F:22])([OH:14])[CH:4]([CH3:13])[CH2:5][O:6][C:7](=[O:12])[C:8]([CH3:9])([CH3:10])[CH3:11]. Given the reactants [Cl:1][CH2:2][C:3](=[O:14])[C@@H:4]([CH3:13])[CH2:5][O:6][C:7](=[O:12])[C:8]([CH3:11])([CH3:10])[CH3:9].[F:15][C:16]1[CH:21]=[CH:20][C:19]([F:22])=[CH:18][C:17]=1[Mg]Br.[Cl-].[NH4+].O, predict the reaction product.